This data is from Reaction yield outcomes from USPTO patents with 853,638 reactions. The task is: Predict the reaction yield, written as a fraction of the theoretical maximum amount of product (1.0 means a 100% yield; for example, 0.34 means a 34% yield). (1) The reactants are [N:1]1[N:2]=[C:3]([C:10]2[CH:19]=[CH:18][C:17]3[C:12](=[C:13]([O:20][C@H:21]4[CH2:26][CH2:25][N:24](C(OC(C)(C)C)=O)[C@H:23]([C:34](=[O:38])[N:35]([CH3:37])[CH3:36])[CH2:22]4)[CH:14]=[CH:15][CH:16]=3)[N:11]=2)[N:4]2[CH:9]=[CH:8][CH:7]=[CH:6][C:5]=12.C(Cl)(Cl)[Cl:40].[ClH:43]. The catalyst is C(OCC)C. The product is [ClH:40].[ClH:43].[N:1]1[N:2]=[C:3]([C:10]2[CH:19]=[CH:18][C:17]3[C:12](=[C:13]([O:20][C@H:21]4[CH2:26][CH2:25][NH:24][C@H:23]([C:34]([N:35]([CH3:37])[CH3:36])=[O:38])[CH2:22]4)[CH:14]=[CH:15][CH:16]=3)[N:11]=2)[N:4]2[CH:9]=[CH:8][CH:7]=[CH:6][C:5]=12. The yield is 0.860. (2) The reactants are [CH2:1]([O:3][C:4](=[O:32])[CH2:5][O:6][C:7]1[C:8]([CH2:13][NH:14][C:15](=O)[CH2:16][C:17]([N:20]2[C:28](=[O:29])[C:27]3[C:22](=[CH:23][CH:24]=[CH:25][CH:26]=3)[C:21]2=[O:30])([CH3:19])[CH3:18])=[N:9][CH:10]=[CH:11][CH:12]=1)[CH3:2]. The catalyst is P(Cl)(Cl)(Cl)=O. The product is [CH2:1]([O:3][C:4](=[O:32])[CH2:5][O:6][C:7]1[C:8]2[N:9]([C:15]([CH2:16][C:17]([N:20]3[C:28](=[O:29])[C:27]4[C:22](=[CH:23][CH:24]=[CH:25][CH:26]=4)[C:21]3=[O:30])([CH3:19])[CH3:18])=[N:14][CH:13]=2)[CH:10]=[CH:11][CH:12]=1)[CH3:2]. The yield is 0.550.